Task: Predict the reaction yield, written as a fraction of the theoretical maximum amount of product (1.0 means a 100% yield; for example, 0.34 means a 34% yield).. Dataset: Reaction yield outcomes from USPTO patents with 853,638 reactions The reactants are [CH3:1][C:2]1([CH3:10])[O:9][C:7](=[O:8])[CH2:6][C:4](=[O:5])O1.N1C=C[CH:14]=[CH:13][CH:12]=1.[C:17](Cl)(=O)C(C)C. The catalyst is C(Cl)Cl. The product is [CH3:12][CH:13]([CH3:14])[C:4](=[O:5])[CH2:6][C:7]([O:9][C:2]([CH3:1])([CH3:10])[CH3:17])=[O:8]. The yield is 0.570.